From a dataset of Forward reaction prediction with 1.9M reactions from USPTO patents (1976-2016). Predict the product of the given reaction. (1) Given the reactants P(CCCC)(CCCC)CCCC.C1CCN(C(N=NC(N2CCCCC2)=O)=O)CC1.[CH3:32][C:33]1[S:37][C:36]([C:38]2[CH:43]=[CH:42][C:41]([OH:44])=[CH:40][CH:39]=2)=[N:35][CH:34]=1.O[CH2:46][CH:47]1[CH:52]([NH:53][C:54](=[O:60])[O:55][C:56]([CH3:59])([CH3:58])[CH3:57])[CH2:51][CH2:50][O:49][CH2:48]1.[OH-].[Na+], predict the reaction product. The product is: [CH3:32][C:33]1[S:37][C:36]([C:38]2[CH:43]=[CH:42][C:41]([O:44][CH2:46][CH:47]3[CH:52]([NH:53][C:54](=[O:60])[O:55][C:56]([CH3:59])([CH3:58])[CH3:57])[CH2:51][CH2:50][O:49][CH2:48]3)=[CH:40][CH:39]=2)=[N:35][CH:34]=1. (2) Given the reactants Cl.[CH2:2]([O:9][C:10]1[C:11]([C:24]([NH:26][CH2:27][C:28]([O:30][C:31]([CH3:34])([CH3:33])[CH3:32])=[O:29])=[O:25])=[N:12][C:13]([CH2:17][CH:18]2[CH2:23][CH2:22][NH:21][CH2:20][CH2:19]2)=[N:14][C:15]=1[CH3:16])[C:3]1[CH:8]=[CH:7][CH:6]=[CH:5][CH:4]=1.Br[C:36]1[CH:53]=[CH:52][C:39]([CH2:40][C:41]2[CH:51]=[CH:50][CH:49]=[CH:48][C:42]=2[C:43]([O:45][CH2:46][CH3:47])=[O:44])=[CH:38][CH:37]=1, predict the reaction product. The product is: [CH2:2]([O:9][C:10]1[C:11]([C:24](=[O:25])[NH:26][CH2:27][C:28]([O:30][C:31]([CH3:34])([CH3:33])[CH3:32])=[O:29])=[N:12][C:13]([CH2:17][CH:18]2[CH2:19][CH2:20][N:21]([C:36]3[CH:53]=[CH:52][C:39]([CH2:40][C:41]4[CH:51]=[CH:50][CH:49]=[CH:48][C:42]=4[C:43]([O:45][CH2:46][CH3:47])=[O:44])=[CH:38][CH:37]=3)[CH2:22][CH2:23]2)=[N:14][C:15]=1[CH3:16])[C:3]1[CH:8]=[CH:7][CH:6]=[CH:5][CH:4]=1. (3) Given the reactants [CH:1]1([N:6]2[C:10]3[N:11]=[C:12]([NH:15][C:16]4[CH:24]=[CH:23][C:19]([C:20]([OH:22])=O)=[CH:18][N:17]=4)[N:13]=[CH:14][C:9]=3[CH:8]=[C:7]2[C:25](=[O:29])[N:26]([CH3:28])[CH3:27])[CH2:5][CH2:4][CH2:3][CH2:2]1.[CH2:30]1[C:33]2([CH2:36][NH:35][CH2:34]2)[CH2:32][N:31]1[C:37]([O:39][C:40]([CH3:43])([CH3:42])[CH3:41])=[O:38], predict the reaction product. The product is: [CH:1]1([N:6]2[C:10]3[N:11]=[C:12]([NH:15][C:16]4[CH:24]=[CH:23][C:19]([C:20]([N:35]5[CH2:34][C:33]6([CH2:30][N:31]([C:37]([O:39][C:40]([CH3:42])([CH3:41])[CH3:43])=[O:38])[CH2:32]6)[CH2:36]5)=[O:22])=[CH:18][N:17]=4)[N:13]=[CH:14][C:9]=3[CH:8]=[C:7]2[C:25](=[O:29])[N:26]([CH3:28])[CH3:27])[CH2:2][CH2:3][CH2:4][CH2:5]1. (4) Given the reactants [F:1][C:2]([F:16])([F:15])[C:3]1[CH:4]=[C:5]([CH:8]=[C:9]([C:11]([F:14])([F:13])[F:12])[CH:10]=1)[CH2:6][NH2:7].[CH:17]([O:20][C:21]([N:23]1[C:36]2[C:28](=[CH:29][C:30]3[CH2:31][CH2:32][CH2:33][C:34]=3[CH:35]=2)[C:27](=O)[CH2:26][CH2:25][CH2:24]1)=[O:22])([CH3:19])[CH3:18].[BH4-].[Na+], predict the reaction product. The product is: [CH:17]([O:20][C:21]([N:23]1[C:36]2[C:28](=[CH:29][C:30]3[CH2:31][CH2:32][CH2:33][C:34]=3[CH:35]=2)[CH:27]([NH:7][CH2:6][C:5]2[CH:4]=[C:3]([C:2]([F:15])([F:16])[F:1])[CH:10]=[C:9]([C:11]([F:14])([F:12])[F:13])[CH:8]=2)[CH2:26][CH2:25][CH2:24]1)=[O:22])([CH3:19])[CH3:18]. (5) Given the reactants [NH2:1][C:2]1[CH:9]=[CH:8][C:7]([CH:10]2[CH2:12][CH2:11]2)=[CH:6][C:3]=1[C:4]#[N:5].F[C:14]1[CH:19]=[C:18]([F:20])[CH:17]=[CH:16][C:15]=1[N+:21]([O-:23])=[O:22].O.[OH-].[Li+].C(OCC)(=O)C, predict the reaction product. The product is: [CH:10]1([C:7]2[CH:8]=[CH:9][C:2]([NH:1][C:14]3[CH:19]=[C:18]([F:20])[CH:17]=[CH:16][C:15]=3[N+:21]([O-:23])=[O:22])=[C:3]([CH:6]=2)[C:4]#[N:5])[CH2:11][CH2:12]1.